The task is: Predict which catalyst facilitates the given reaction.. This data is from Catalyst prediction with 721,799 reactions and 888 catalyst types from USPTO. (1) Reactant: C[O:2][C:3](=[O:23])[CH2:4][CH:5]1[C:9](=[O:10])[N:8]([CH2:11][C:12]2[CH:17]=[CH:16][C:15]([CH3:18])=[CH:14][CH:13]=2)[C:7](=[O:19])[N:6]1[CH2:20][CH2:21][CH3:22].[OH-].[Na+]. Product: [CH3:18][C:15]1[CH:14]=[CH:13][C:12]([CH2:11][N:8]2[C:9](=[O:10])[CH:5]([CH2:4][C:3]([OH:23])=[O:2])[N:6]([CH2:20][CH2:21][CH3:22])[C:7]2=[O:19])=[CH:17][CH:16]=1. The catalyst class is: 5. (2) Reactant: Cl[C:2]([O:4][CH3:5])=[O:3].[NH:6]1[CH2:9][CH:8]([NH:10][C:11](=[O:36])[C:12]2[CH:17]=[CH:16][C:15]([S:18]([N:21]3[C:29]4[C:24](=[CH:25][CH:26]=[CH:27][CH:28]=4)[C:23]([C:30]4[CH:35]=[CH:34][CH:33]=[CH:32][CH:31]=4)=[CH:22]3)(=[O:20])=[O:19])=[CH:14][CH:13]=2)[CH2:7]1.C(N(CC)CC)C. Product: [CH3:5][O:4][C:2]([N:6]1[CH2:9][CH:8]([NH:10][C:11](=[O:36])[C:12]2[CH:17]=[CH:16][C:15]([S:18]([N:21]3[C:29]4[C:24](=[CH:25][CH:26]=[CH:27][CH:28]=4)[C:23]([C:30]4[CH:31]=[CH:32][CH:33]=[CH:34][CH:35]=4)=[CH:22]3)(=[O:19])=[O:20])=[CH:14][CH:13]=2)[CH2:7]1)=[O:3]. The catalyst class is: 2.